From a dataset of NCI-60 drug combinations with 297,098 pairs across 59 cell lines. Regression. Given two drug SMILES strings and cell line genomic features, predict the synergy score measuring deviation from expected non-interaction effect. (1) Drug 1: CCC1(CC2CC(C3=C(CCN(C2)C1)C4=CC=CC=C4N3)(C5=C(C=C6C(=C5)C78CCN9C7C(C=CC9)(C(C(C8N6C=O)(C(=O)OC)O)OC(=O)C)CC)OC)C(=O)OC)O.OS(=O)(=O)O. Drug 2: C1CN(CCN1C(=O)CCBr)C(=O)CCBr. Cell line: SNB-19. Synergy scores: CSS=16.2, Synergy_ZIP=2.34, Synergy_Bliss=7.20, Synergy_Loewe=3.20, Synergy_HSA=3.71. (2) Drug 1: CC1OCC2C(O1)C(C(C(O2)OC3C4COC(=O)C4C(C5=CC6=C(C=C35)OCO6)C7=CC(=C(C(=C7)OC)O)OC)O)O. Drug 2: CC1CCC2CC(C(=CC=CC=CC(CC(C(=O)C(C(C(=CC(C(=O)CC(OC(=O)C3CCCCN3C(=O)C(=O)C1(O2)O)C(C)CC4CCC(C(C4)OC)O)C)C)O)OC)C)C)C)OC. Cell line: UACC-257. Synergy scores: CSS=2.06, Synergy_ZIP=-1.99, Synergy_Bliss=1.54, Synergy_Loewe=-0.299, Synergy_HSA=0.660. (3) Drug 1: CC1C(C(CC(O1)OC2CC(OC(C2O)C)OC3=CC4=CC5=C(C(=O)C(C(C5)C(C(=O)C(C(C)O)O)OC)OC6CC(C(C(O6)C)O)OC7CC(C(C(O7)C)O)OC8CC(C(C(O8)C)O)(C)O)C(=C4C(=C3C)O)O)O)O. Drug 2: COC1=C2C(=CC3=C1OC=C3)C=CC(=O)O2. Cell line: NCI-H226. Synergy scores: CSS=9.19, Synergy_ZIP=-0.647, Synergy_Bliss=-2.52, Synergy_Loewe=-36.6, Synergy_HSA=-2.50. (4) Cell line: UACC-257. Synergy scores: CSS=3.08, Synergy_ZIP=-1.66, Synergy_Bliss=0.317, Synergy_Loewe=0.714, Synergy_HSA=0.415. Drug 1: CC1C(C(=O)NC(C(=O)N2CCCC2C(=O)N(CC(=O)N(C(C(=O)O1)C(C)C)C)C)C(C)C)NC(=O)C3=C4C(=C(C=C3)C)OC5=C(C(=O)C(=C(C5=N4)C(=O)NC6C(OC(=O)C(N(C(=O)CN(C(=O)C7CCCN7C(=O)C(NC6=O)C(C)C)C)C)C(C)C)C)N)C. Drug 2: CC1=C(N=C(N=C1N)C(CC(=O)N)NCC(C(=O)N)N)C(=O)NC(C(C2=CN=CN2)OC3C(C(C(C(O3)CO)O)O)OC4C(C(C(C(O4)CO)O)OC(=O)N)O)C(=O)NC(C)C(C(C)C(=O)NC(C(C)O)C(=O)NCCC5=NC(=CS5)C6=NC(=CS6)C(=O)NCCC[S+](C)C)O. (5) Drug 1: C1=C(C(=O)NC(=O)N1)F. Drug 2: C1=NC2=C(N=C(N=C2N1C3C(C(C(O3)CO)O)O)F)N. Synergy scores: CSS=25.2, Synergy_ZIP=-7.88, Synergy_Bliss=-11.5, Synergy_Loewe=-13.8, Synergy_HSA=-11.6. Cell line: T-47D. (6) Drug 1: C1CC(=O)NC(=O)C1N2CC3=C(C2=O)C=CC=C3N. Drug 2: C1=CN(C(=O)N=C1N)C2C(C(C(O2)CO)O)O.Cl. Cell line: OVCAR3. Synergy scores: CSS=29.3, Synergy_ZIP=-8.11, Synergy_Bliss=0.205, Synergy_Loewe=-61.8, Synergy_HSA=1.71. (7) Drug 1: C1=NC2=C(N=C(N=C2N1C3C(C(C(O3)CO)O)F)Cl)N. Drug 2: C1CNP(=O)(OC1)N(CCCl)CCCl. Cell line: HCT-15. Synergy scores: CSS=3.74, Synergy_ZIP=3.41, Synergy_Bliss=9.11, Synergy_Loewe=-98.6, Synergy_HSA=0.946.